Dataset: Full USPTO retrosynthesis dataset with 1.9M reactions from patents (1976-2016). Task: Predict the reactants needed to synthesize the given product. Given the product [Cl:17][C:12]1[N:13]=[C:14]2[C:9](=[CH:10][CH:11]=1)[N:8]=[CH:7][C:6]([C:4]([CH:1]1[CH2:3][CH2:2]1)=[O:5])=[C:15]2[NH:18][C:19]1[CH:20]=[CH:21][C:22]([N:25]2[CH2:30][CH2:29][CH2:28][C@H:27]([NH:31][C:32](=[O:38])[O:33][C:34]([CH3:36])([CH3:35])[CH3:37])[CH2:26]2)=[N:23][CH:24]=1, predict the reactants needed to synthesize it. The reactants are: [CH:1]1([C:4]([C:6]2[CH:7]=[N:8][C:9]3[C:14]([C:15]=2Cl)=[N:13][C:12]([Cl:17])=[CH:11][CH:10]=3)=[O:5])[CH2:3][CH2:2]1.[NH2:18][C:19]1[CH:20]=[CH:21][C:22]([N:25]2[CH2:30][CH2:29][CH2:28][C@H:27]([NH:31][C:32](=[O:38])[O:33][C:34]([CH3:37])([CH3:36])[CH3:35])[CH2:26]2)=[N:23][CH:24]=1.